Dataset: Full USPTO retrosynthesis dataset with 1.9M reactions from patents (1976-2016). Task: Predict the reactants needed to synthesize the given product. Given the product [CH:1]1([C:4]2[C:8]([CH2:9][N:36]([CH3:37])[CH3:35])=[CH:7][N:6]([C:11]3[CH:16]=[CH:15][N:14]=[C:13]([NH:17][C:18]4[C:19]([O:33][CH3:34])=[CH:20][C:21]([N:27]5[CH2:28][CH2:29][O:30][CH2:31][CH2:32]5)=[C:22]([NH:24][C:19](=[O:33])[CH:18]=[CH2:23])[CH:23]=4)[N:12]=3)[N:5]=2)[CH2:2][CH2:3]1, predict the reactants needed to synthesize it. The reactants are: [CH:1]1([C:4]2[C:8]([CH:9]=O)=[CH:7][N:6]([C:11]3[CH:16]=[CH:15][N:14]=[C:13]([NH:17][C:18]4[CH:23]=[C:22]([N+:24]([O-])=O)[C:21]([N:27]5[CH2:32][CH2:31][O:30][CH2:29][CH2:28]5)=[CH:20][C:19]=4[O:33][CH3:34])[N:12]=3)[N:5]=2)[CH2:3][CH2:2]1.[CH3:35][NH:36][CH3:37].